Dataset: NCI-60 drug combinations with 297,098 pairs across 59 cell lines. Task: Regression. Given two drug SMILES strings and cell line genomic features, predict the synergy score measuring deviation from expected non-interaction effect. (1) Drug 1: CC1=C(C(CCC1)(C)C)C=CC(=CC=CC(=CC(=O)O)C)C. Drug 2: CCCCCOC(=O)NC1=NC(=O)N(C=C1F)C2C(C(C(O2)C)O)O. Cell line: NCI-H460. Synergy scores: CSS=-2.52, Synergy_ZIP=1.26, Synergy_Bliss=1.15, Synergy_Loewe=-3.23, Synergy_HSA=-2.97. (2) Drug 1: CNC(=O)C1=CC=CC=C1SC2=CC3=C(C=C2)C(=NN3)C=CC4=CC=CC=N4. Cell line: OVCAR-5. Synergy scores: CSS=-5.05, Synergy_ZIP=0.556, Synergy_Bliss=-3.46, Synergy_Loewe=-4.87, Synergy_HSA=-5.08. Drug 2: CC(C)CN1C=NC2=C1C3=CC=CC=C3N=C2N. (3) Drug 1: C1=C(C(=O)NC(=O)N1)F. Drug 2: N.N.Cl[Pt+2]Cl. Cell line: IGROV1. Synergy scores: CSS=43.1, Synergy_ZIP=11.8, Synergy_Bliss=14.3, Synergy_Loewe=13.9, Synergy_HSA=15.0. (4) Synergy scores: CSS=44.9, Synergy_ZIP=3.41, Synergy_Bliss=5.72, Synergy_Loewe=-1.30, Synergy_HSA=6.17. Cell line: SK-OV-3. Drug 1: CC1=C2C(C(=O)C3(C(CC4C(C3C(C(C2(C)C)(CC1OC(=O)C(C(C5=CC=CC=C5)NC(=O)OC(C)(C)C)O)O)OC(=O)C6=CC=CC=C6)(CO4)OC(=O)C)OC)C)OC. Drug 2: CC1=CC2C(CCC3(C2CCC3(C(=O)C)OC(=O)C)C)C4(C1=CC(=O)CC4)C. (5) Drug 1: CC1OCC2C(O1)C(C(C(O2)OC3C4COC(=O)C4C(C5=CC6=C(C=C35)OCO6)C7=CC(=C(C(=C7)OC)O)OC)O)O. Drug 2: C1=NC(=NC(=O)N1C2C(C(C(O2)CO)O)O)N. Cell line: UACC-257. Synergy scores: CSS=-4.29, Synergy_ZIP=-0.621, Synergy_Bliss=-4.89, Synergy_Loewe=-9.82, Synergy_HSA=-9.04. (6) Drug 1: CC1C(C(=O)NC(C(=O)N2CCCC2C(=O)N(CC(=O)N(C(C(=O)O1)C(C)C)C)C)C(C)C)NC(=O)C3=C4C(=C(C=C3)C)OC5=C(C(=O)C(=C(C5=N4)C(=O)NC6C(OC(=O)C(N(C(=O)CN(C(=O)C7CCCN7C(=O)C(NC6=O)C(C)C)C)C)C(C)C)C)N)C. Drug 2: C1=NC2=C(N=C(N=C2N1C3C(C(C(O3)CO)O)O)F)N. Cell line: HT29. Synergy scores: CSS=5.84, Synergy_ZIP=5.93, Synergy_Bliss=8.21, Synergy_Loewe=-0.767, Synergy_HSA=3.99. (7) Drug 1: CN1CCC(CC1)COC2=C(C=C3C(=C2)N=CN=C3NC4=C(C=C(C=C4)Br)F)OC. Drug 2: C1=NC2=C(N=C(N=C2N1C3C(C(C(O3)CO)O)O)F)N. Cell line: COLO 205. Synergy scores: CSS=-7.55, Synergy_ZIP=-6.41, Synergy_Bliss=-19.9, Synergy_Loewe=-28.9, Synergy_HSA=-26.5. (8) Drug 1: C1CN(CCN1C(=O)CCBr)C(=O)CCBr. Drug 2: COC1=C2C(=CC3=C1OC=C3)C=CC(=O)O2. Cell line: COLO 205. Synergy scores: CSS=47.2, Synergy_ZIP=-0.170, Synergy_Bliss=-3.06, Synergy_Loewe=-7.07, Synergy_HSA=-3.83. (9) Drug 1: CN(C)N=NC1=C(NC=N1)C(=O)N. Drug 2: C1C(C(OC1N2C=NC3=C(N=C(N=C32)Cl)N)CO)O. Cell line: HOP-62. Synergy scores: CSS=4.56, Synergy_ZIP=-0.793, Synergy_Bliss=4.35, Synergy_Loewe=-5.45, Synergy_HSA=0.720.